Dataset: Catalyst prediction with 721,799 reactions and 888 catalyst types from USPTO. Task: Predict which catalyst facilitates the given reaction. Reactant: [Cl:1][C:2]1[S:6][C:5]([C:7]([OH:9])=O)=[CH:4][CH:3]=1.C(N(CC)CC)C.F[P-](F)(F)(F)(F)F.N1(O[P+](N(C)C)(N(C)C)N(C)C)C2C=CC=CC=2N=N1.[F:44][C:45]1[CH:46]=[C:47]([N:52]2[CH:56]=[C:55]([CH2:57][NH2:58])[N:54]=[CH:53]2)[CH:48]=[CH:49][C:50]=1[I:51]. Product: [Cl:1][C:2]1[S:6][C:5]([C:7]([NH:58][CH2:57][C:55]2[N:54]=[CH:53][N:52]([C:47]3[CH:48]=[CH:49][C:50]([I:51])=[C:45]([F:44])[CH:46]=3)[CH:56]=2)=[O:9])=[CH:4][CH:3]=1. The catalyst class is: 173.